Dataset: CYP1A2 inhibition data for predicting drug metabolism from PubChem BioAssay. Task: Regression/Classification. Given a drug SMILES string, predict its absorption, distribution, metabolism, or excretion properties. Task type varies by dataset: regression for continuous measurements (e.g., permeability, clearance, half-life) or binary classification for categorical outcomes (e.g., BBB penetration, CYP inhibition). Dataset: cyp1a2_veith. (1) The drug is CCC(=O)Nc1ccc(C(=O)NNC(=O)c2cccs2)cc1. The result is 0 (non-inhibitor). (2) The molecule is O=C(Nc1cccc(C(F)(F)F)c1)N(Cc1ccc(Cl)cc1)CC(O)C(F)(F)F. The result is 1 (inhibitor). (3) The drug is COc1cc2c(cc1OC)CN(C(=S)Nc1ccccc1)CC2. The result is 1 (inhibitor). (4) The molecule is COc1ccc(C(=O)Nc2cccc(OC(=O)c3ccc(C)c(C)c3)c2)cc1. The result is 1 (inhibitor). (5) The molecule is CN1CCc2cccc3c2[C@@H]1Cc1ccc(O)c(O)c1-3. The result is 1 (inhibitor). (6) The compound is C=C1C/C(=C\C)C(=O)O[C@@H]2CCN3CC=C(COC(=O)[C@@]1(C)O)[C@H]23. The result is 0 (non-inhibitor). (7) The result is 0 (non-inhibitor). The molecule is CCN1CCN(Cc2cc(OC)c(OC)cc2[N+](=O)[O-])CC1. (8) The result is 0 (non-inhibitor). The drug is N#Cc1ccc(CN2CC3(CCN(C(=O)c4csnn4)CC3)C2)cc1. (9) The compound is Cc1ccc(-c2nn(-c3ccccc3)cc2/C=N/NS(=O)(=O)c2ccccc2)cc1. The result is 1 (inhibitor). (10) The molecule is O=C(CSCc1ccc(Cl)cc1)Nc1ccc2c(c1)OCCO2. The result is 1 (inhibitor).